This data is from Catalyst prediction with 721,799 reactions and 888 catalyst types from USPTO. The task is: Predict which catalyst facilitates the given reaction. (1) Reactant: [C:1]([CH2:4][CH2:5][C:6]1[C:7]([CH3:26])=[C:8](C(O)=O)[NH:9][C:10]=1[CH:11]=[C:12]1[C:20]2[C:15](=[CH:16][CH:17]=[C:18]([CH3:21])[CH:19]=2)[NH:14][C:13]1=[O:22])([OH:3])=[O:2].[OH-].[K+].O.Cl. Product: [CH3:21][C:18]1[CH:19]=[C:20]2[C:15](=[CH:16][CH:17]=1)[NH:14][C:13](=[O:22])[C:12]2=[CH:11][C:10]1[NH:9][CH:8]=[C:7]([CH3:26])[C:6]=1[CH2:5][CH2:4][C:1]([OH:3])=[O:2]. The catalyst class is: 196. (2) Reactant: [CH3:1][C:2]1[C:7](Br)=[C:6]([CH3:9])[CH:5]=[CH:4][C:3]=1[O:10][CH3:11].C([Li])CCC.[B:17](OC)([O:20]C)[O:18]C.Cl. Product: [CH3:1][C:2]1[C:3]([O:10][CH3:11])=[CH:4][CH:5]=[C:6]([CH3:9])[C:7]=1[B:17]([OH:20])[OH:18]. The catalyst class is: 1. (3) Reactant: [CH2:1]([O:8][C:9]1[C:23]([N+:24]([O-])=O)=[CH:22][C:21]([F:27])=[C:20]([CH3:28])[C:10]=1[C:11]([O:13][C:14]1[CH:19]=[CH:18][CH:17]=[CH:16][CH:15]=1)=[O:12])[C:2]1[CH:7]=[CH:6][CH:5]=[CH:4][CH:3]=1.[O-]S(S([O-])=O)=O.[Na+].[Na+].CCOC(C)=O. Product: [NH2:24][C:23]1[C:9]([O:8][CH2:1][C:2]2[CH:7]=[CH:6][CH:5]=[CH:4][CH:3]=2)=[C:10]([C:20]([CH3:28])=[C:21]([F:27])[CH:22]=1)[C:11]([O:13][C:14]1[CH:15]=[CH:16][CH:17]=[CH:18][CH:19]=1)=[O:12]. The catalyst class is: 20. (4) Reactant: [NH2:1][CH2:2][C:3]([O:5][C@H:6]([C:17]1[CH:22]=[CH:21][C:20]([O:23][CH:24]([F:26])[F:25])=[C:19]([O:27][CH2:28][CH:29]2[CH2:31][CH2:30]2)[CH:18]=1)[CH2:7][C:8]1[C:13]([Cl:14])=[CH:12][N+:11]([O-:15])=[CH:10][C:9]=1[Cl:16])=[O:4].Cl[S:33]([C:36]1[CH:44]=[CH:43][C:39]([C:40]([OH:42])=[O:41])=[CH:38][CH:37]=1)(=[O:35])=[O:34]. Product: [C:40]([C:39]1[CH:38]=[CH:37][C:36]([S:33]([NH:1][CH2:2][C:3]([O:5][C@H:6]([C:17]2[CH:22]=[CH:21][C:20]([O:23][CH:24]([F:26])[F:25])=[C:19]([O:27][CH2:28][CH:29]3[CH2:31][CH2:30]3)[CH:18]=2)[CH2:7][C:8]2[C:13]([Cl:14])=[CH:12][N+:11]([O-:15])=[CH:10][C:9]=2[Cl:16])=[O:4])(=[O:35])=[O:34])=[CH:44][CH:43]=1)([OH:42])=[O:41]. The catalyst class is: 33. (5) Reactant: [CH3:1][C:2]1([CH3:12])[C:11]2[C:6](=[CH:7][CH:8]=[CH:9][CH:10]=2)[S:5][CH2:4][CH2:3]1.[Cl-].[Al+3].[Cl-].[Cl-].[C:17](Cl)(=[O:19])[CH3:18]. Product: [CH3:1][C:2]1([CH3:12])[C:11]2[C:6](=[CH:7][CH:8]=[C:9]([C:17](=[O:19])[CH3:18])[CH:10]=2)[S:5][CH2:4][CH2:3]1. The catalyst class is: 344. (6) Reactant: [H-].[Al+3].[Li+].[H-].[H-].[H-].CCOCC.[Cl-].[Cl-].[Cl-].[Al+3].[F:16][C:17]1[CH:22]=[C:21]([CH:23]=[CH:24][N+:25]([O-])=O)[CH:20]=[C:19]([F:28])[C:18]=1[OH:29]. Product: [NH2:25][CH2:24][CH2:23][C:21]1[CH:20]=[C:19]([F:28])[C:18]([OH:29])=[C:17]([F:16])[CH:22]=1. The catalyst class is: 1. (7) Reactant: [NH2:1][C:2]1[NH:6][N:5]=[C:4]([OH:7])[C:3]=1[C:8]1[CH:13]=[CH:12][CH:11]=[CH:10][N:9]=1.[CH3:14][C:15]([O:18][C:19](O[C:19]([O:18][C:15]([CH3:17])([CH3:16])[CH3:14])=[O:20])=[O:20])([CH3:17])[CH3:16].C(=O)([O-])[O-].[Na+].[Na+]. Product: [NH2:1][C:2]1[N:6]([C:19]([O:18][C:15]([CH3:17])([CH3:16])[CH3:14])=[O:20])[N:5]=[C:4]([OH:7])[C:3]=1[C:8]1[CH:13]=[CH:12][CH:11]=[CH:10][N:9]=1. The catalyst class is: 5.